From a dataset of NCI-60 drug combinations with 297,098 pairs across 59 cell lines. Regression. Given two drug SMILES strings and cell line genomic features, predict the synergy score measuring deviation from expected non-interaction effect. (1) Drug 1: C(=O)(N)NO. Drug 2: C1=CC=C(C(=C1)C(C2=CC=C(C=C2)Cl)C(Cl)Cl)Cl. Cell line: MDA-MB-435. Synergy scores: CSS=-8.72, Synergy_ZIP=11.9, Synergy_Bliss=15.1, Synergy_Loewe=-3.27, Synergy_HSA=-0.172. (2) Drug 1: CC1=C(N=C(N=C1N)C(CC(=O)N)NCC(C(=O)N)N)C(=O)NC(C(C2=CN=CN2)OC3C(C(C(C(O3)CO)O)O)OC4C(C(C(C(O4)CO)O)OC(=O)N)O)C(=O)NC(C)C(C(C)C(=O)NC(C(C)O)C(=O)NCCC5=NC(=CS5)C6=NC(=CS6)C(=O)NCCC[S+](C)C)O. Drug 2: C1=NNC2=C1C(=O)NC=N2. Cell line: HL-60(TB). Synergy scores: CSS=20.7, Synergy_ZIP=-1.16, Synergy_Bliss=-2.37, Synergy_Loewe=-6.70, Synergy_HSA=-2.17. (3) Drug 1: C1=CC(=CC=C1CCC2=CNC3=C2C(=O)NC(=N3)N)C(=O)NC(CCC(=O)O)C(=O)O. Drug 2: C1=NNC2=C1C(=O)NC=N2. Cell line: HOP-92. Synergy scores: CSS=6.98, Synergy_ZIP=-3.95, Synergy_Bliss=-3.79, Synergy_Loewe=-7.84, Synergy_HSA=-2.40.